This data is from Full USPTO retrosynthesis dataset with 1.9M reactions from patents (1976-2016). The task is: Predict the reactants needed to synthesize the given product. (1) Given the product [NH2:14][C:13]1[CH:12]=[C:11]([Cl:10])[C:17]([O:18][CH3:19])=[CH:16][C:15]=1[C:4]([C:3]1[CH:6]=[CH:7][CH:8]=[CH:9][C:2]=1[Cl:1])=[O:5], predict the reactants needed to synthesize it. The reactants are: [Cl:1][C:2]1[CH:9]=[CH:8][CH:7]=[CH:6][C:3]=1[CH:4]=[O:5].[Cl:10][C:11]1[CH:12]=[C:13]([CH:15]=[CH:16][C:17]=1[O:18][CH3:19])[NH2:14]. (2) Given the product [CH2:18]([C:16]1[S:17][C:12]2[C:11]([C:20]([C:22]3[S:23][CH:24]=[CH:25][CH:26]=3)=[O:21])=[N:10][C:9]([NH:8][CH2:7][C:3]3[CH:2]=[N:1][CH:6]=[CH:5][CH:4]=3)=[N:14][C:13]=2[CH:15]=1)[CH3:19], predict the reactants needed to synthesize it. The reactants are: [N:1]1[CH:6]=[CH:5][CH:4]=[C:3]([CH2:7][NH:8][C:9]2[N:10]=[C:11]([C:20]([C:22]3[S:23][CH:24]=[CH:25][CH:26]=3)=[O:21])[C:12]3[S:17][C:16]([CH:18]=[CH2:19])=[CH:15][C:13]=3[N:14]=2)[CH:2]=1.Cl.